Dataset: Forward reaction prediction with 1.9M reactions from USPTO patents (1976-2016). Task: Predict the product of the given reaction. Given the reactants [Cl:1][C:2]1[CH:11]=[C:10]2[C:5]([N:6]=[CH:7][C:8]([C:12]#[C:13][C:14]3[N:18]=[C:17]([N:19]4[CH2:23][CH2:22][CH2:21][CH2:20]4)[N:16]([CH2:24][C:25]4[CH:30]=[CH:29][C:28]([O:31][CH3:32])=[CH:27][CH:26]=4)[N:15]=3)=[N:9]2)=[CH:4][CH:3]=1, predict the reaction product. The product is: [Cl:1][C:2]1[CH:11]=[C:10]2[C:5]([N:6]=[CH:7][C:8]([CH2:12][CH2:13][C:14]3[N:18]=[C:17]([N:19]4[CH2:20][CH2:21][CH2:22][CH2:23]4)[N:16]([CH2:24][C:25]4[CH:26]=[CH:27][C:28]([O:31][CH3:32])=[CH:29][CH:30]=4)[N:15]=3)=[N:9]2)=[CH:4][CH:3]=1.